From a dataset of Retrosynthesis with 50K atom-mapped reactions and 10 reaction types from USPTO. Predict the reactants needed to synthesize the given product. (1) Given the product CC1=CC(=NO)CC(C)C1, predict the reactants needed to synthesize it. The reactants are: CC1=CC(=O)CC(C)C1.NO. (2) Given the product O=C(NC1CCCCC1)c1cnn(-c2ccc(Br)cc2)c1C1CC1, predict the reactants needed to synthesize it. The reactants are: NC1CCCCC1.O=C(O)c1cnn(-c2ccc(Br)cc2)c1C1CC1. (3) Given the product COc1cc(F)ccc1-c1ccc(C(c2ccncc2)N2CCN(C3CCCC3)CC2)cc1, predict the reactants needed to synthesize it. The reactants are: C1CCC(N2CCNCC2)C1.COc1cc(F)ccc1-c1ccc(C(OS(C)(=O)=O)c2ccncc2)cc1. (4) Given the product Cc1cc(Oc2ccc(Cl)cc2)ccc1C1(C)CO1, predict the reactants needed to synthesize it. The reactants are: CC(=O)c1ccc(Oc2ccc(Cl)cc2)cc1C.CS(C)=O. (5) Given the product CC(C)NC[C@@H](C(=O)N1CCN(c2ncnc3c2[C@H](C)C[C@H]3O)CC1)c1ccc(Cl)cc1, predict the reactants needed to synthesize it. The reactants are: CC(C)N(C[C@@H](C(=O)N1CCN(c2ncnc3c2[C@H](C)C[C@H]3O)CC1)c1ccc(Cl)cc1)C(=O)OC(C)(C)C. (6) Given the product Nc1c(C(=O)c2ccc(F)cc2F)ccc(=O)n1-c1c(F)cc(OCCCCCCl)cc1F, predict the reactants needed to synthesize it. The reactants are: ClCCCCCBr.Nc1c(C(=O)c2ccc(F)cc2F)ccc(=O)n1-c1c(F)cc(OCCCCCI)cc1F. (7) Given the product Cc1cc(-c2ccc(CC(=O)Nc3ccc(-c4cccnn4)cn3)cc2C#N)ccn1, predict the reactants needed to synthesize it. The reactants are: Cc1cc(-c2ccc(CC(=O)O)cc2C#N)ccn1.Nc1ccc(-c2cccnn2)cn1. (8) Given the product COc1ccc(N)c(NCC(OC)OC)n1, predict the reactants needed to synthesize it. The reactants are: COc1ccc([N+](=O)[O-])c(NCC(OC)OC)n1. (9) Given the product CCOC(=O)CC1CCCCC12OCCO2, predict the reactants needed to synthesize it. The reactants are: CCOC(=O)CC1CCCCC1=O.OCCO.